Dataset: Catalyst prediction with 721,799 reactions and 888 catalyst types from USPTO. Task: Predict which catalyst facilitates the given reaction. (1) Reactant: [C:1]1([C@@:7]2([CH2:19][CH2:20][NH2:21])[CH2:9][C@H:8]2[CH2:10][O:11][CH2:12][C:13]2[CH:18]=[CH:17][CH:16]=[CH:15][CH:14]=2)[CH:6]=[CH:5][CH:4]=[CH:3][CH:2]=1.C(N(CC)CC)C.[C:29](O[C:29]([O:31][C:32]([CH3:35])([CH3:34])[CH3:33])=[O:30])([O:31][C:32]([CH3:35])([CH3:34])[CH3:33])=[O:30]. Product: [C:1]1([C@@:7]2([CH2:19][CH2:20][NH:21][C:29](=[O:30])[O:31][C:32]([CH3:35])([CH3:34])[CH3:33])[CH2:9][C@H:8]2[CH2:10][O:11][CH2:12][C:13]2[CH:18]=[CH:17][CH:16]=[CH:15][CH:14]=2)[CH:2]=[CH:3][CH:4]=[CH:5][CH:6]=1. The catalyst class is: 2. (2) Reactant: Br[C:2]1[CH:3]=[C:4]2[CH:10]=[C:9]([C:11]3[C:16]([F:17])=[CH:15][CH:14]=[CH:13][C:12]=3[Cl:18])[NH:8][C:5]2=[N:6][CH:7]=1.[CH3:19][N:20]1[C:24](B(O)O)=[CH:23][C:22]([C:28]([F:31])([F:30])[F:29])=[N:21]1.C(=O)([O-])[O-].[K+].[K+]. Product: [Cl:18][C:12]1[CH:13]=[CH:14][CH:15]=[C:16]([F:17])[C:11]=1[C:9]1[NH:8][C:5]2=[N:6][CH:7]=[C:2]([C:24]3[N:20]([CH3:19])[N:21]=[C:22]([C:28]([F:31])([F:30])[F:29])[CH:23]=3)[CH:3]=[C:4]2[CH:10]=1. The catalyst class is: 117. (3) Reactant: [H-].[Na+].[OH:3][CH:4]1[C:9]([O:12][CH3:13])([O:10][CH3:11])[CH2:8][CH2:7][N:6]([C:14]([O:16][C:17]([CH3:20])([CH3:19])[CH3:18])=[O:15])[CH2:5]1.[CH2:21](Br)[C:22]1[CH:27]=[CH:26][CH:25]=[CH:24][CH:23]=1.Cl. Product: [CH2:21]([O:3][CH:4]1[C:9]([O:10][CH3:11])([O:12][CH3:13])[CH2:8][CH2:7][N:6]([C:14]([O:16][C:17]([CH3:20])([CH3:19])[CH3:18])=[O:15])[CH2:5]1)[C:22]1[CH:27]=[CH:26][CH:25]=[CH:24][CH:23]=1. The catalyst class is: 3. (4) Reactant: [OH:1][C@@H:2]1[C@@H:10]([C@@H:11]([O:16][C:17]2[CH:22]=[CH:21][C:20]([N+:23]([O-:25])=[O:24])=[CH:19][CH:18]=2)[C:12]([F:15])([F:14])[F:13])[O:9][C@H:8]2[C@H:4]([N:5]=[C:6]([N:26](C)[C:27](=O)OC(C)(C)C)[S:7]2)[C@H:3]1[OH:35].FC(F)(F)C(O)=O.CO.[NH4+].[OH-]. Product: [CH3:27][NH:26][C:6]1[S:7][C@H:8]2[O:9][C@H:10]([C@@H:11]([O:16][C:17]3[CH:18]=[CH:19][C:20]([N+:23]([O-:25])=[O:24])=[CH:21][CH:22]=3)[C:12]([F:14])([F:15])[F:13])[C@@H:2]([OH:1])[C@H:3]([OH:35])[C@H:4]2[N:5]=1. The catalyst class is: 4.